Predict the reactants needed to synthesize the given product. From a dataset of Full USPTO retrosynthesis dataset with 1.9M reactions from patents (1976-2016). Given the product [F:28][C:29]1[CH:30]=[C:31]([CH:42]=[CH:43][C:44]=1[F:45])[O:32][C:33]1[CH:40]=[CH:39][C:36]([CH:37]=[CH2:3])=[CH:35][C:34]=1[F:41], predict the reactants needed to synthesize it. The reactants are: BrP(C)(C1C=CC=CC=1)(C1C=CC=CC=1)[C:3]1C=CC=CC=1.CC([O-])(C)C.[K+].[F:28][C:29]1[CH:30]=[C:31]([CH:42]=[CH:43][C:44]=1[F:45])[O:32][C:33]1[CH:40]=[CH:39][C:36]([CH:37]=O)=[CH:35][C:34]=1[F:41].